From a dataset of Reaction yield outcomes from USPTO patents with 853,638 reactions. Predict the reaction yield, written as a fraction of the theoretical maximum amount of product (1.0 means a 100% yield; for example, 0.34 means a 34% yield). (1) The reactants are P(Br)(Br)[Br:2].[F:5][C:6]1[C:11]([N+:12]([O-:14])=[O:13])=[CH:10][CH:9]=[CH:8][C:7]=1[CH2:15]O. The catalyst is C(OCC)C. The product is [Br:2][CH2:15][C:7]1[CH:8]=[CH:9][CH:10]=[C:11]([N+:12]([O-:14])=[O:13])[C:6]=1[F:5]. The yield is 0.700. (2) The reactants are Br[C:2]1[N:3]=[C:4]([NH:23][CH2:24][CH:25]([CH3:27])[CH3:26])[C:5]2[N:6]([C:8]([C:11]3[CH:22]=[CH:21][C:14]([C:15]([NH:17][CH:18]4[CH2:20][CH2:19]4)=[O:16])=[CH:13][CH:12]=3)=[CH:9][N:10]=2)[CH:7]=1.[N:28]1[CH:33]=[CH:32][CH:31]=[CH:30][C:29]=1[C:34]([NH2:36])=[O:35].C(=O)([O-])[O-].[Cs+].[Cs+].CC1(C)C2C=CC=C(P(C3C=CC=CC=3)C3C=CC=CC=3)C=2OC2C1=CC=CC=2P(C1C=CC=CC=1)C1C=CC=CC=1. The catalyst is C1(C)C=CC=CC=1.C1(C=CC(=O)C=CC2C=CC=CC=2)C=CC=CC=1.[Pd]. The product is [CH:18]1([NH:17][C:15]([C:14]2[CH:21]=[CH:22][C:11]([C:8]3[N:6]4[CH:7]=[C:2]([NH:36][C:34]([C:29]5[CH:30]=[CH:31][CH:32]=[CH:33][N:28]=5)=[O:35])[N:3]=[C:4]([NH:23][CH2:24][CH:25]([CH3:27])[CH3:26])[C:5]4=[N:10][CH:9]=3)=[CH:12][CH:13]=2)=[O:16])[CH2:20][CH2:19]1. The yield is 0.280. (3) The reactants are [Cl:1][C:2]1[N:7]=[C:6](Cl)[C:5]([CH3:9])=[CH:4][N:3]=1.[NH2:10][CH:11]1[CH2:27][CH2:26][C:14]2([CH2:18][N:17]([C:19]([O:21][C:22]([CH3:25])([CH3:24])[CH3:23])=[O:20])[CH2:16][CH2:15]2)[CH2:13][CH2:12]1.CCN(CC)CC. The product is [Cl:1][C:2]1[N:7]=[C:6]([NH:10][CH:11]2[CH2:12][CH2:13][C:14]3([CH2:18][N:17]([C:19]([O:21][C:22]([CH3:23])([CH3:24])[CH3:25])=[O:20])[CH2:16][CH2:15]3)[CH2:26][CH2:27]2)[C:5]([CH3:9])=[CH:4][N:3]=1. The yield is 0.760. The catalyst is CCO. (4) The reactants are C([O:5][C:6](=[O:28])[CH2:7][N:8]([C:11]([O:13][CH2:14][CH:15]1[C:27]2[C:22](=[CH:23][CH:24]=[CH:25][CH:26]=2)[C:21]2[C:16]1=[CH:17][CH:18]=[CH:19][CH:20]=2)=[O:12])[NH:9][CH3:10])(C)(C)C. The yield is 0.720. The product is [C:11]([N:8]([CH2:7][C:6]([OH:28])=[O:5])[NH:9][CH3:10])([O:13][CH2:14][CH:15]1[C:27]2[C:22](=[CH:23][CH:24]=[CH:25][CH:26]=2)[C:21]2[C:16]1=[CH:17][CH:18]=[CH:19][CH:20]=2)=[O:12]. The catalyst is Cl. (5) The catalyst is CCOCC.[Cl-].[Cl-].[Zn+2]. The reactants are [CH2:1]=[CH:2][CH:3]=[CH:4][CH3:5].[C:6]1(=[CH:9][C:10](=[O:12])[CH3:11])[CH2:8][CH2:7]1.[OH-].[Na+]. The yield is 0.360. The product is [CH3:5][C@@H:4]1[CH:3]=[CH:2][CH2:1][C:6]2([CH2:8][CH2:7]2)[C@@H:9]1[C:10](=[O:12])[CH3:11]. (6) The reactants are [NH2:1][C:2]1[CH:3]=[CH:4][C:5]([NH:8][C:9](=[O:11])[CH3:10])=[N:6][CH:7]=1.[C:12]([O:16][C:17]([N:19]1[CH2:24][CH2:23][C:22](=O)[CH2:21][CH2:20]1)=[O:18])([CH3:15])([CH3:14])[CH3:13].C(O)(=O)C.ClC(Cl)C.C(O[BH-](OC(=O)C)OC(=O)C)(=O)C.[Na+]. The catalyst is [Na+].[Cl-]. The product is [C:12]([O:16][C:17]([N:19]1[CH2:24][CH2:23][CH:22]([NH:1][C:2]2[CH:7]=[N:6][C:5]([NH:8][C:9](=[O:11])[CH3:10])=[CH:4][CH:3]=2)[CH2:21][CH2:20]1)=[O:18])([CH3:15])([CH3:13])[CH3:14]. The yield is 0.200. (7) The reactants are [N:1]1([C:7]([O:9][C:10]([CH3:13])([CH3:12])[CH3:11])=[O:8])[CH2:6][CH2:5][NH:4][CH2:3][CH2:2]1.[C:14]1(=O)[CH2:17][CH2:16][CH2:15]1.[BH-](OC(C)=O)(OC(C)=O)OC(C)=O.[Na+]. The catalyst is C(Cl)CCl. The product is [CH:14]1([N:4]2[CH2:5][CH2:6][N:1]([C:7]([O:9][C:10]([CH3:13])([CH3:12])[CH3:11])=[O:8])[CH2:2][CH2:3]2)[CH2:17][CH2:16][CH2:15]1. The yield is 1.00. (8) The product is [OH:34][NH:33][C:3]([C:5]1[CH:6]=[N:7][C:8]([C:11]2[CH:16]=[C:15]([NH:17][C:18](=[O:30])[C:19]3[CH:24]=[CH:23][C:22]([S:25]([CH3:28])(=[O:27])=[O:26])=[CH:21][C:20]=3[Cl:29])[CH:14]=[CH:13][C:12]=2[Cl:31])=[N:9][CH:10]=1)=[O:4]. The yield is 0.180. No catalyst specified. The reactants are CO[C:3]([C:5]1[CH:6]=[N:7][C:8]([C:11]2[CH:16]=[C:15]([NH:17][C:18](=[O:30])[C:19]3[CH:24]=[CH:23][C:22]([S:25]([CH3:28])(=[O:27])=[O:26])=[CH:21][C:20]=3[Cl:29])[CH:14]=[CH:13][C:12]=2[Cl:31])=[N:9][CH:10]=1)=[O:4].Cl.[NH2:33][OH:34]. (9) The reactants are [CH3:1][C@@H:2]([C@@H:10]1[C@@:14]2([CH3:29])[CH2:15][CH2:16][CH2:17]/[C:18](=[CH:19]\[CH:20]=[C:21]3\[CH2:22][C@@H:23]([OH:28])[CH2:24][CH2:25][C:26]\3=C)/[C@@H:13]2[CH2:12][CH2:11]1)/[CH:3]=[CH:4]/[C@@H](C(C)C)C.[BH4-].[Na+].[CH3:32][OH:33]. The catalyst is N1C=CC=CC=1. The product is [CH3:4][CH2:3][C@@H:2]([C@@H:10]1[C@@:14]2([CH3:29])[CH2:15][CH2:16][CH2:17]/[C:18](=[CH:19]\[CH:20]=[C:21]3[CH2:26][C@@H:32]([OH:33])[C:24](=[CH2:25])[C@H:23]([OH:28])[CH2:22]3)/[C@@H:13]2[CH2:12][CH2:11]1)[CH3:1]. The yield is 0.760. (10) The reactants are [CH3:1][N:2]1[C:7](=[O:8])[C:6]([NH:9][C:10]2[CH:15]=[CH:14][C:13]([N:16]3[CH2:21][CH2:20][N:19]([CH:22]4[CH2:25][O:24][CH2:23]4)[CH2:18][C@H:17]3[CH3:26])=[CH:12][N:11]=2)=[CH:5][C:4]([C:27]2[C:32]([CH:33]=[O:34])=[C:31]([N:35]3[CH:47]=[CH:46][N:38]4[C:39]5[CH2:40][CH2:41][CH2:42][CH2:43][C:44]=5[CH:45]=[C:37]4[C:36]3=[O:48])[N:30]=[CH:29][CH:28]=2)=[CH:3]1.[BH4-].[Na+]. The catalyst is CO. The product is [OH:34][CH2:33][C:32]1[C:31]([N:35]2[CH:47]=[CH:46][N:38]3[C:39]4[CH2:40][CH2:41][CH2:42][CH2:43][C:44]=4[CH:45]=[C:37]3[C:36]2=[O:48])=[N:30][CH:29]=[CH:28][C:27]=1[C:4]1[CH:5]=[C:6]([NH:9][C:10]2[CH:15]=[CH:14][C:13]([N:16]3[CH2:21][CH2:20][N:19]([CH:22]4[CH2:25][O:24][CH2:23]4)[CH2:18][C@H:17]3[CH3:26])=[CH:12][N:11]=2)[C:7](=[O:8])[N:2]([CH3:1])[CH:3]=1. The yield is 0.390.